Dataset: NCI-60 drug combinations with 297,098 pairs across 59 cell lines. Task: Regression. Given two drug SMILES strings and cell line genomic features, predict the synergy score measuring deviation from expected non-interaction effect. (1) Drug 1: CC1=C(C(=O)C2=C(C1=O)N3CC4C(C3(C2COC(=O)N)OC)N4)N. Drug 2: CN1C=C(C=N1)C2=C3N=C(C(=C(N3N=C2)N)Br)C4CCCNC4. Cell line: SK-OV-3. Synergy scores: CSS=78.5, Synergy_ZIP=10.5, Synergy_Bliss=9.43, Synergy_Loewe=9.30, Synergy_HSA=14.0. (2) Drug 1: CC1=C(C=C(C=C1)NC2=NC=CC(=N2)N(C)C3=CC4=NN(C(=C4C=C3)C)C)S(=O)(=O)N.Cl. Drug 2: CCC1(CC2CC(C3=C(CCN(C2)C1)C4=CC=CC=C4N3)(C5=C(C=C6C(=C5)C78CCN9C7C(C=CC9)(C(C(C8N6C=O)(C(=O)OC)O)OC(=O)C)CC)OC)C(=O)OC)O.OS(=O)(=O)O. Cell line: NCI-H226. Synergy scores: CSS=24.3, Synergy_ZIP=1.44, Synergy_Bliss=9.58, Synergy_Loewe=8.76, Synergy_HSA=9.01.